This data is from Forward reaction prediction with 1.9M reactions from USPTO patents (1976-2016). The task is: Predict the product of the given reaction. Given the reactants [CH3:1][O:2][C:3]1[CH:45]=[CH:44][C:6]([CH2:7][N:8]([CH2:35][C:36]2[CH:41]=[CH:40][C:39]([O:42][CH3:43])=[CH:38][CH:37]=2)[C:9]2[N:14]=[C:13]([CH3:15])[N:12]=[C:11]([C:16]3[CH:17]=[C:18]([CH:32](O)[CH3:33])[CH:19]=[N:20][C:21]=3[NH:22][C:23]3[CH:24]=[N:25][C:26]([O:30][CH3:31])=[C:27]([F:29])[CH:28]=3)[N:10]=2)=[CH:5][CH:4]=1.P([N:62]=[N+:63]=[N-:64])(OC1C=CC=CC=1)(OC1C=CC=CC=1)=O.N12CCCN=C1CCCCC2, predict the reaction product. The product is: [N:62]([CH:32]([C:18]1[CH:17]=[C:16]([C:11]2[N:12]=[C:13]([CH3:15])[N:14]=[C:9]([N:8]([CH2:7][C:6]3[CH:44]=[CH:45][C:3]([O:2][CH3:1])=[CH:4][CH:5]=3)[CH2:35][C:36]3[CH:37]=[CH:38][C:39]([O:42][CH3:43])=[CH:40][CH:41]=3)[N:10]=2)[C:21]([NH:22][C:23]2[CH:24]=[N:25][C:26]([O:30][CH3:31])=[C:27]([F:29])[CH:28]=2)=[N:20][CH:19]=1)[CH3:33])=[N+:63]=[N-:64].